Dataset: Full USPTO retrosynthesis dataset with 1.9M reactions from patents (1976-2016). Task: Predict the reactants needed to synthesize the given product. (1) The reactants are: [Cl:1][C:2]1[N:10]=[CH:9][CH:8]=[CH:7][C:3]=1[C:4]([OH:6])=[O:5].S(Cl)(Cl)=O.[CH3:15]O.Cl. Given the product [CH3:15][O:5][C:4](=[O:6])[C:3]1[CH:7]=[CH:8][CH:9]=[N:10][C:2]=1[Cl:1], predict the reactants needed to synthesize it. (2) The reactants are: [CH3:1][CH:2]1[CH2:7][CH2:6][CH2:5][CH2:4]/[C:3]/1=[N:8]\[C@@H:9]([C:11]1[CH:16]=[CH:15][CH:14]=[CH:13][CH:12]=1)[CH3:10]. Given the product [CH3:1][CH:2]1[CH2:7][CH2:6][CH2:5][CH2:4][CH:3]1[NH:8][C@@H:9]([C:11]1[CH:12]=[CH:13][CH:14]=[CH:15][CH:16]=1)[CH3:10], predict the reactants needed to synthesize it. (3) Given the product [C:1]([CH:3]([C:9]1([C:13]2[CH:18]=[CH:17][CH:16]=[CH:15][CH:14]=2)[CH2:10][CH2:11][CH2:12]1)[C:4]([O:6][CH2:7][CH3:8])=[O:5])#[N:2], predict the reactants needed to synthesize it. The reactants are: [C:1]([C:3](=[C:9]1[CH2:12][CH2:11][CH2:10]1)[C:4]([O:6][CH2:7][CH3:8])=[O:5])#[N:2].[C:13]1([Mg]Br)[CH:18]=[CH:17][CH:16]=[CH:15][CH:14]=1.OS(O)(=O)=O.